This data is from Reaction yield outcomes from USPTO patents with 853,638 reactions. The task is: Predict the reaction yield, written as a fraction of the theoretical maximum amount of product (1.0 means a 100% yield; for example, 0.34 means a 34% yield). (1) The reactants are [C:1]([C:4]1[S:8][C:7]([CH2:9][C:10]([OH:12])=[O:11])=[CH:6][CH:5]=1)(=[O:3])[CH3:2].O[CH2:14][C:15]1([CH3:19])[CH2:18][O:17][CH2:16]1.CN(C1C=CC=CN=1)C.C1(N=C=NC2CCCCC2)CCCCC1. The product is [CH3:14][C:15]1([CH2:19][O:11][C:10](=[O:12])[CH2:9][C:7]2[S:8][C:4]([C:1](=[O:3])[CH3:2])=[CH:5][CH:6]=2)[CH2:18][O:17][CH2:16]1. The yield is 0.790. The catalyst is C1COCC1. (2) The reactants are [F:1][C:2]([F:36])([F:35])[C:3]1[CH:4]=[C:5]([CH:28]=[C:29]([C:31]([F:34])([F:33])[F:32])[CH:30]=1)[CH2:6][NH:7][CH2:8][C:9]1[C:10]([N:19]([CH2:22][CH:23]2[CH2:27][CH2:26][CH2:25][CH2:24]2)[CH2:20][CH3:21])=[N:11][CH:12]=[C:13]([C:15]([F:18])([F:17])[F:16])[CH:14]=1.C(N(CC)CC)C.Cl[C:45]([O:47][CH3:48])=[O:46].C(=O)(O)[O-].[Na+]. The catalyst is C1COCC1.O. The product is [CH3:48][O:47][C:45](=[O:46])[N:7]([CH2:6][C:5]1[CH:28]=[C:29]([C:31]([F:34])([F:33])[F:32])[CH:30]=[C:3]([C:2]([F:1])([F:35])[F:36])[CH:4]=1)[CH2:8][C:9]1[C:10]([N:19]([CH2:22][CH:23]2[CH2:27][CH2:26][CH2:25][CH2:24]2)[CH2:20][CH3:21])=[N:11][CH:12]=[C:13]([C:15]([F:17])([F:16])[F:18])[CH:14]=1. The yield is 0.500.